Dataset: Forward reaction prediction with 1.9M reactions from USPTO patents (1976-2016). Task: Predict the product of the given reaction. (1) The product is: [OH:18][CH:19]1[CH2:24][CH2:23][N:22]([C:7]([C:6]2[CH:10]=[C:11]([S:14]([CH3:17])(=[O:16])=[O:15])[CH:12]=[CH:13][C:5]=2[O:4][CH:1]([CH3:2])[CH3:3])=[O:9])[CH2:21][CH2:20]1. Given the reactants [CH:1]([O:4][C:5]1[CH:13]=[CH:12][C:11]([S:14]([CH3:17])(=[O:16])=[O:15])=[CH:10][C:6]=1[C:7]([OH:9])=O)([CH3:3])[CH3:2].[OH:18][CH:19]1[CH2:24][CH2:23][NH:22][CH2:21][CH2:20]1, predict the reaction product. (2) Given the reactants [CH3:1][C@H:2]1[CH2:7][NH:6][CH2:5][C@@H:4]([CH3:8])[NH:3]1.C(N(CC)CC)C.[CH3:16][S:17](Cl)(=[O:19])=[O:18], predict the reaction product. The product is: [CH3:16][S:17]([N:6]1[CH2:5][CH:4]([CH3:8])[NH:3][CH:2]([CH3:1])[CH2:7]1)(=[O:19])=[O:18].